This data is from Reaction yield outcomes from USPTO patents with 853,638 reactions. The task is: Predict the reaction yield, written as a fraction of the theoretical maximum amount of product (1.0 means a 100% yield; for example, 0.34 means a 34% yield). The reactants are [Cl:1][C:2]1[N:7]=[C:6]([C:8]2[S:12][C:11]([C:13]([CH3:16])([CH3:15])[CH3:14])=[N:10][C:9]=2[C:17]2[C:18]([F:30])=[C:19]([NH:23]C(=O)OCC=C)[CH:20]=[CH:21][CH:22]=2)[CH:5]=[CH:4][N:3]=1.C([SnH](CCCC)CCCC)CCC. The catalyst is C(Cl)Cl.O.C1C=CC([P]([Pd]([P](C2C=CC=CC=2)(C2C=CC=CC=2)C2C=CC=CC=2)([P](C2C=CC=CC=2)(C2C=CC=CC=2)C2C=CC=CC=2)[P](C2C=CC=CC=2)(C2C=CC=CC=2)C2C=CC=CC=2)(C2C=CC=CC=2)C2C=CC=CC=2)=CC=1. The product is [Cl:1][C:2]1[N:7]=[C:6]([C:8]2[S:12][C:11]([C:13]([CH3:16])([CH3:15])[CH3:14])=[N:10][C:9]=2[C:17]2[C:18]([F:30])=[C:19]([CH:20]=[CH:21][CH:22]=2)[NH2:23])[CH:5]=[CH:4][N:3]=1. The yield is 0.820.